Predict which catalyst facilitates the given reaction. From a dataset of Catalyst prediction with 721,799 reactions and 888 catalyst types from USPTO. (1) Reactant: [CH3:1][CH:2]([CH2:13][CH2:14][CH2:15][CH:16]([CH3:23])[CH2:17][CH2:18][CH2:19][CH:20]([CH3:22])[CH3:21])[CH2:3][CH2:4][O:5][CH2:6][C@@H:7]([C@@H:9]([CH2:11][OH:12])[OH:10])[OH:8]. Product: [CH3:1][CH:2]([CH2:13][CH2:14][CH2:15][CH:16]([CH3:23])[CH2:17][CH2:18][CH2:19][CH:20]([CH3:22])[CH3:21])[CH2:3][CH2:4][O:5][CH2:6][C@@H:7]([C@@H:9]([CH2:11][OH:12])[OH:10])[OH:8].[OH2:5]. The catalyst class is: 6. (2) Reactant: [NH:1]([C:13]([O:15][CH2:16][CH:17]1[C:29]2[C:24](=[CH:25][CH:26]=[CH:27][CH:28]=2)[C:23]2[C:18]1=[CH:19][CH:20]=[CH:21][CH:22]=2)=[O:14])[C@H:2]([C:10](O)=[O:11])[CH2:3][C:4]1[CH:9]=[CH:8][CH:7]=[CH:6][CH:5]=1.ON1C(=O)CCC1=O.C1CCC(N=C=NC2CCCCC2)CC1.C(N(CC)CC)C.[NH2:60][C@H:61]([C:74]([O:76][C:77]([CH3:80])([CH3:79])[CH3:78])=[O:75])[CH2:62][CH2:63][CH2:64][CH2:65][NH:66][C:67]([O:69][C:70]([CH3:73])([CH3:72])[CH3:71])=[O:68].Cl. Product: [NH:1]([C:13]([O:15][CH2:16][CH:17]1[C:29]2[C:24](=[CH:25][CH:26]=[CH:27][CH:28]=2)[C:23]2[C:18]1=[CH:19][CH:20]=[CH:21][CH:22]=2)=[O:14])[C@H:2]([C:10]([NH:60][C@H:61]([C:74]([O:76][C:77]([CH3:80])([CH3:79])[CH3:78])=[O:75])[CH2:62][CH2:63][CH2:64][CH2:65][NH:66][C:67]([O:69][C:70]([CH3:71])([CH3:72])[CH3:73])=[O:68])=[O:11])[CH2:3][C:4]1[CH:9]=[CH:8][CH:7]=[CH:6][CH:5]=1. The catalyst class is: 4. (3) Reactant: C[O:2][C:3]1[CH:8]=[CH:7][C:6]([C:9]2[N:10]([CH2:24][CH2:25][CH3:26])[N:11]=[C:12]3[C:17]=2[CH:16]=[CH:15][CH:14]=[C:13]3[C:18]2[CH:23]=[CH:22][CH:21]=[CH:20][CH:19]=2)=[CH:5][CH:4]=1.B(Br)(Br)Br. Product: [C:18]1([C:13]2[C:12]3[C:17](=[C:9]([C:6]4[CH:5]=[CH:4][C:3]([OH:2])=[CH:8][CH:7]=4)[N:10]([CH2:24][CH2:25][CH3:26])[N:11]=3)[CH:16]=[CH:15][CH:14]=2)[CH:19]=[CH:20][CH:21]=[CH:22][CH:23]=1. The catalyst class is: 2. (4) Reactant: [CH3:1][O:2][C:3](=[O:15])[CH2:4][NH:5][C:6]([C:8]1[CH:13]=[CH:12][N:11]=[CH:10][C:9]=1[NH2:14])=[O:7].[C:16](N1C=CN=C1)(N1C=CN=C1)=[O:17].N12CCCN=C1CCCCC2. Product: [CH3:1][O:2][C:3](=[O:15])[CH2:4][N:5]1[C:6](=[O:7])[C:8]2[CH:13]=[CH:12][N:11]=[CH:10][C:9]=2[NH:14][C:16]1=[O:17]. The catalyst class is: 7. (5) The catalyst class is: 12. Reactant: Cl[C:2]1[N:7]=[C:6]([N:8]2[C:12]([CH3:13])=[CH:11][C:10]([CH3:14])=[N:9]2)[N:5]=[C:4]([NH:15][C:16](=[O:18])[CH3:17])[CH:3]=1.C(=O)([O-])[O-].[Cs+].[Cs+].[NH:25]1[CH2:29][CH2:28][CH2:27][CH2:26]1. Product: [CH3:14][C:10]1[CH:11]=[C:12]([CH3:13])[N:8]([C:6]2[N:5]=[C:4]([NH:15][C:16](=[O:18])[CH3:17])[CH:3]=[C:2]([N:25]3[CH2:29][CH2:28][CH2:27][CH2:26]3)[N:7]=2)[N:9]=1. (6) Reactant: [C:1]1([CH3:10])[C:2]([C:7](Cl)=[O:8])=[CH:3][CH:4]=[CH:5][CH:6]=1.[NH2:11][C@@H:12]1[CH2:17][CH2:16][CH2:15][N:14](C(OC(C)(C)C)=O)[CH2:13]1.CCN(C(C)C)C(C)C.[C:34]([N:39]1[CH2:44][CH2:43][C:42](=O)[CH2:41][CH2:40]1)([O:36][CH2:37][CH3:38])=[O:35]. Product: [CH3:10][C:1]1[CH:6]=[CH:5][CH:4]=[CH:3][C:2]=1[C:7]([NH:11][C@@H:12]1[CH2:17][CH2:16][CH2:15][N:14]([CH:42]2[CH2:43][CH2:44][N:39]([C:34]([O:36][CH2:37][CH3:38])=[O:35])[CH2:40][CH2:41]2)[CH2:13]1)=[O:8]. The catalyst class is: 4. (7) Reactant: C([O:3][C:4](=[O:21])[C:5]1[CH:17]=[C:16]([CH:18]([F:20])[F:19])[CH:15]=[C:7]([C:8]([N:10]([CH3:14])[CH2:11][CH2:12][CH3:13])=[O:9])[CH:6]=1)C.[OH-].[Li+]. Product: [F:19][CH:18]([F:20])[C:16]1[CH:15]=[C:7]([C:8]([N:10]([CH3:14])[CH2:11][CH2:12][CH3:13])=[O:9])[CH:6]=[C:5]([CH:17]=1)[C:4]([OH:21])=[O:3]. The catalyst class is: 1.